Predict the reaction yield, written as a fraction of the theoretical maximum amount of product (1.0 means a 100% yield; for example, 0.34 means a 34% yield). From a dataset of Reaction yield outcomes from USPTO patents with 853,638 reactions. The reactants are [CH3:1][N:2]([C@@H:4]1[C:22](=[O:23])[C:21]([C:24]([NH2:26])=[O:25])=[C:20]([OH:27])[C@:19]2([OH:28])[C@H:5]1[CH2:6][C@H:7]1[C:16]([C:17]2=[O:18])=[C:15]([OH:29])[C:14]2[C:9](=[C:10](I)[CH:11]=[CH:12][C:13]=2[OH:30])[CH2:8]1)[CH3:3]. The catalyst is CC([O-])=O.CC([O-])=O.[Pd+2].CO. The product is [CH3:1][N:2]([C@@H:4]1[C:22](=[O:23])[C:21]([C:24]([NH2:26])=[O:25])=[C:20]([OH:27])[C@:19]2([OH:28])[C@H:5]1[CH2:6][C@H:7]1[C:16]([C:17]2=[O:18])=[C:15]([OH:29])[C:14]2[C:9](=[C:10]([C:4]3[CH:22]=[CH:21][CH:20]=[CH:19][CH:5]=3)[CH:11]=[CH:12][C:13]=2[OH:30])[CH2:8]1)[CH3:3]. The yield is 0.420.